Task: Regression. Given two drug SMILES strings and cell line genomic features, predict the synergy score measuring deviation from expected non-interaction effect.. Dataset: NCI-60 drug combinations with 297,098 pairs across 59 cell lines (1) Drug 1: CC1=C(C=C(C=C1)NC2=NC=CC(=N2)N(C)C3=CC4=NN(C(=C4C=C3)C)C)S(=O)(=O)N.Cl. Drug 2: CC(C)NC(=O)C1=CC=C(C=C1)CNNC.Cl. Cell line: CAKI-1. Synergy scores: CSS=4.56, Synergy_ZIP=-5.36, Synergy_Bliss=-8.78, Synergy_Loewe=-13.6, Synergy_HSA=-6.36. (2) Drug 1: C1=CN(C(=O)N=C1N)C2C(C(C(O2)CO)O)O.Cl. Drug 2: C1CN(CCN1C(=O)CCBr)C(=O)CCBr. Cell line: MALME-3M. Synergy scores: CSS=30.9, Synergy_ZIP=-8.75, Synergy_Bliss=-4.86, Synergy_Loewe=-20.5, Synergy_HSA=-1.75. (3) Drug 1: C1=CN(C=N1)CC(O)(P(=O)(O)O)P(=O)(O)O. Drug 2: CCN(CC)CCCC(C)NC1=C2C=C(C=CC2=NC3=C1C=CC(=C3)Cl)OC. Cell line: SNB-75. Synergy scores: CSS=13.5, Synergy_ZIP=-5.78, Synergy_Bliss=-4.26, Synergy_Loewe=-3.42, Synergy_HSA=-1.93.